This data is from Reaction yield outcomes from USPTO patents with 853,638 reactions. The task is: Predict the reaction yield, written as a fraction of the theoretical maximum amount of product (1.0 means a 100% yield; for example, 0.34 means a 34% yield). (1) The reactants are [C:1]1([CH3:22])[CH:6]=[CH:5][CH:4]=[CH:3][C:2]=1[C:7]#[C:8][C:9]1[CH:10]=[C:11]2[C:16](=[C:17]([C:19](O)=[O:20])[CH:18]=1)[O:15][CH2:14][CH:13]=[CH:12]2.[NH2:23][C@@H:24]([CH2:35][OH:36])[CH2:25][C:26]1[C:34]2[C:29](=[CH:30][CH:31]=[CH:32][CH:33]=2)[NH:28][CH:27]=1.C(Cl)CCl.C1C=CC2N(O)N=NC=2C=1. The catalyst is CN(C=O)C.O. The product is [OH:36][CH2:35][C@H:24]([NH:23][C:19]([C:17]1[CH:18]=[C:9]([C:8]#[C:7][C:2]2[CH:3]=[CH:4][CH:5]=[CH:6][C:1]=2[CH3:22])[CH:10]=[C:11]2[C:16]=1[O:15][CH2:14][CH:13]=[CH:12]2)=[O:20])[CH2:25][C:26]1[C:34]2[C:29](=[CH:30][CH:31]=[CH:32][CH:33]=2)[NH:28][CH:27]=1. The yield is 0.540. (2) The reactants are [F:1][C:2]([F:32])([F:31])[C:3]1([CH2:7][N:8]2[CH2:13][CH2:12][CH:11]([CH2:14][NH:15][C:16]3[CH:21]=[CH:20][C:19]([C:22]4[CH:27]=[CH:26][C:25]([C:28]([OH:30])=O)=[CH:24][CH:23]=4)=[CH:18][CH:17]=3)[CH2:10][CH2:9]2)[CH2:6][CH2:5][CH2:4]1.CCN=C=NCCCN(C)C.C1C=CC2N(O)N=NC=2C=1.CCN(C(C)C)C(C)C.[NH:63]1[CH2:67][CH2:66][C@H:65]([OH:68])[CH2:64]1. The catalyst is CN(C=O)C.O. The product is [OH:68][C@H:65]1[CH2:66][CH2:67][N:63]([C:28]([C:25]2[CH:26]=[CH:27][C:22]([C:19]3[CH:18]=[CH:17][C:16]([NH:15][CH2:14][CH:11]4[CH2:10][CH2:9][N:8]([CH2:7][C:3]5([C:2]([F:1])([F:31])[F:32])[CH2:4][CH2:5][CH2:6]5)[CH2:13][CH2:12]4)=[CH:21][CH:20]=3)=[CH:23][CH:24]=2)=[O:30])[CH2:64]1. The yield is 0.640. (3) The reactants are [S:1]([N:11]1[C:15]2=[N:16][CH:17]=[C:18]([NH:20][NH:21][C:22]([C@@H:24]3[CH2:28][CH2:27][C@@H:26]([NH:29]C(=O)OC(C)(C)C)[CH2:25]3)=O)[N:19]=[C:14]2[CH:13]=[CH:12]1)([C:4]1[CH:10]=[CH:9][C:7]([CH3:8])=[CH:6][CH:5]=1)(=[O:3])=[O:2].CCN(C(C)C)C(C)C.O=S(Cl)Cl. The catalyst is O1CCOCC1. The product is [S:1]([N:11]1[C:15]2[N:16]=[CH:17][C:18]3[N:19]([C:22]([C@@H:24]4[CH2:28][CH2:27][C@@H:26]([NH2:29])[CH2:25]4)=[N:21][N:20]=3)[C:14]=2[CH:13]=[CH:12]1)([C:4]1[CH:10]=[CH:9][C:7]([CH3:8])=[CH:6][CH:5]=1)(=[O:2])=[O:3]. The yield is 0.680. (4) The reactants are C(OC([N:8]1[CH2:14][CH2:13][CH2:12][N:11]([CH:15]2[CH2:18][CH2:17][CH2:16]2)[CH2:10][CH2:9]1)=O)(C)(C)C.[ClH:19]. The catalyst is O1CCOCC1.CO. The product is [ClH:19].[ClH:19].[CH:15]1([N:11]2[CH2:12][CH2:13][CH2:14][NH:8][CH2:9][CH2:10]2)[CH2:18][CH2:17][CH2:16]1. The yield is 0.980. (5) The product is [C:9]([O:13][C:14](=[O:15])[NH:1][C:2]1[CH:7]=[N:6][C:5]([F:8])=[CH:4][CH:3]=1)([CH3:12])([CH3:11])[CH3:10]. The reactants are [NH2:1][C:2]1[CH:3]=[CH:4][C:5]([F:8])=[N:6][CH:7]=1.[C:9]([O:13][C:14](O[C:14]([O:13][C:9]([CH3:12])([CH3:11])[CH3:10])=[O:15])=[O:15])([CH3:12])([CH3:11])[CH3:10]. The yield is 0.170. The catalyst is CN(C)C1C=CN=CC=1.C1COCC1.